The task is: Regression. Given a peptide amino acid sequence and an MHC pseudo amino acid sequence, predict their binding affinity value. This is MHC class I binding data.. This data is from Peptide-MHC class I binding affinity with 185,985 pairs from IEDB/IMGT. (1) The peptide sequence is AIFNNRNLA. The MHC is HLA-A02:01 with pseudo-sequence HLA-A02:01. The binding affinity (normalized) is 0.255. (2) The peptide sequence is LYAVATTFV. The MHC is HLA-A24:02 with pseudo-sequence HLA-A24:02. The binding affinity (normalized) is 0.612. (3) The peptide sequence is RYPLTLGW. The MHC is HLA-A30:01 with pseudo-sequence HLA-A30:01. The binding affinity (normalized) is 0.0293. (4) The peptide sequence is GTANQRRQRK. The MHC is Mamu-B8301 with pseudo-sequence Mamu-B8301. The binding affinity (normalized) is 0.455. (5) The peptide sequence is IRQTLDYRW. The MHC is Mamu-B17 with pseudo-sequence Mamu-B17. The binding affinity (normalized) is 0.731. (6) The peptide sequence is TPSVKVCIV. The MHC is HLA-B57:01 with pseudo-sequence HLA-B57:01. The binding affinity (normalized) is 0.0847. (7) The peptide sequence is GEPKESTPM. The MHC is HLA-B45:01 with pseudo-sequence HLA-B45:01. The binding affinity (normalized) is 0. (8) The peptide sequence is IYDFYNAEY. The MHC is HLA-B27:05 with pseudo-sequence HLA-B27:05. The binding affinity (normalized) is 0.0847. (9) The peptide sequence is GYGRVNAGK. The MHC is HLA-A69:01 with pseudo-sequence HLA-A69:01. The binding affinity (normalized) is 0.0847.